Dataset: Reaction yield outcomes from USPTO patents with 853,638 reactions. Task: Predict the reaction yield, written as a fraction of the theoretical maximum amount of product (1.0 means a 100% yield; for example, 0.34 means a 34% yield). (1) The reactants are C(OC(=O)[NH:7][C:8]1[CH:9]=[N:10][C:11]([CH3:14])=[CH:12][CH:13]=1)(C)(C)C.[N:16]([O-])=O.[Na+].O.O.[Sn](Cl)Cl.[OH-].[Na+]. The catalyst is O.Cl.C(Cl)(Cl)Cl.CO. The product is [NH:7]([C:8]1[CH:13]=[CH:12][C:11]([CH3:14])=[N:10][CH:9]=1)[NH2:16]. The yield is 0.450. (2) The reactants are C(OC([C@H:8]1[NH:13][C:12]([CH3:18])([C:14]([NH:16][NH2:17])=[O:15])[CH2:11][C:10](=[O:19])[N:9]1[CH3:20])=O)(C)(C)C.CC[N:23](CC)CC.[C:28]([C:30]1[CH:31]=[C:32]([CH:36]=[CH:37][CH:38]=1)[C:33](Cl)=O)#[N:29].S(Cl)(C1C=CC(C)=CC=1)(=O)=O. The catalyst is C(Cl)Cl.CN(C1C=CN=CC=1)C. The product is [NH:23]=[C:8]1[NH:13][C@@:12]([C:14]2[O:15][C:33]([C:32]3[CH:31]=[C:30]([CH:38]=[CH:37][CH:36]=3)[C:28]#[N:29])=[N:17][N:16]=2)([CH3:18])[CH2:11][C:10](=[O:19])[N:9]1[CH3:20]. The yield is 0.120. (3) The reactants are [CH3:1][O:2][C:3]1[CH:4]=[C:5]2[C:10](=[CH:11][C:12]=1[O:13][CH3:14])[N:9]=[CH:8][CH:7]=[C:6]2[O:15][C:16]1[CH:22]=[CH:21][C:19]([NH2:20])=[C:18]([CH3:23])[C:17]=1[CH3:24].Cl[C:26](Cl)([O:28]C(=O)OC(Cl)(Cl)Cl)Cl.[CH3:37][CH2:38][CH2:39][CH:40]([OH:44])[CH2:41][CH2:42][CH3:43].C(=O)(O)[O-].[Na+]. The catalyst is C(Cl)Cl.C(N(CC)CC)C.C1(C)C=CC=CC=1. The product is [CH3:1][O:2][C:3]1[CH:4]=[C:5]2[C:10](=[CH:11][C:12]=1[O:13][CH3:14])[N:9]=[CH:8][CH:7]=[C:6]2[O:15][C:16]1[CH:22]=[CH:21][C:19]([NH:20][C:26](=[O:28])[O:44][CH:40]([CH2:41][CH2:42][CH3:43])[CH2:39][CH2:38][CH3:37])=[C:18]([CH3:23])[C:17]=1[CH3:24]. The yield is 0.580. (4) The reactants are N1CCCC(C[OH:8])C1.ClC1C2C(=CC(OC)=C(OC)C=2)N=CN=1.N1CCC(O)C1.ClC1C2C(=CC=CC=2)N=CC=1.[CH:41]([C:44]1[CH:49]=[CH:48][C:47]([N:50]=[C:51]=[O:52])=[CH:46][CH:45]=1)([CH3:43])[CH3:42].C[Si]([N-][Si](C)(C)C)(C)C.[Na+]. The catalyst is O1CCOCC1. The product is [CH:41]([C:44]1[CH:49]=[CH:48][C:47]([NH:50][C:51](=[O:8])[OH:52])=[CH:46][CH:45]=1)([CH3:43])[CH3:42]. The yield is 0.350. (5) The reactants are [CH3:1][N:2]1[C:6]2=[C:7]([NH:11][C@@H:12]3[CH2:17][CH2:16][CH2:15][N:14]([C:18]([O:20][C:21]([CH3:24])([CH3:23])[CH3:22])=[O:19])[CH2:13]3)[N:8]=[CH:9][CH:10]=[C:5]2[CH:4]=[CH:3]1.[Br:25][C:26]1[CH:34]=[CH:33][C:29]([C:30](Cl)=[O:31])=[CH:28][CH:27]=1.C[Si]([N-][Si](C)(C)C)(C)C.[Li+]. The catalyst is C1COCC1. The product is [Br:25][C:26]1[CH:34]=[CH:33][C:29]([C:30]([N:11]([C:7]2[N:8]=[CH:9][CH:10]=[C:5]3[CH:4]=[CH:3][N:2]([CH3:1])[C:6]=23)[C@@H:12]2[CH2:17][CH2:16][CH2:15][N:14]([C:18]([O:20][C:21]([CH3:24])([CH3:23])[CH3:22])=[O:19])[CH2:13]2)=[O:31])=[CH:28][CH:27]=1. The yield is 0.720. (6) The reactants are COC1C=CC(C[N:8]2[C:12]3=[N:13][CH:14]=[CH:15][C:16]([O:17][C:18]4[CH:24]=[CH:23][C:21]([NH2:22])=[CH:20][CH:19]=4)=[C:11]3[CH:10]=[N:9]2)=CC=1. The catalyst is C(O)(C(F)(F)F)=O. The product is [NH:8]1[C:12]2=[N:13][CH:14]=[CH:15][C:16]([O:17][C:18]3[CH:24]=[CH:23][C:21]([NH2:22])=[CH:20][CH:19]=3)=[C:11]2[CH:10]=[N:9]1. The yield is 0.880.